This data is from Reaction yield outcomes from USPTO patents with 853,638 reactions. The task is: Predict the reaction yield, written as a fraction of the theoretical maximum amount of product (1.0 means a 100% yield; for example, 0.34 means a 34% yield). (1) The reactants are CC(C)([O-])C.[K+].[CH2:7]([NH2:12])[CH2:8][CH2:9][CH2:10][CH3:11].C[O:14][C:15]([C:17]1[N:18]=[CH:19][C:20]([N:23]2[CH2:28][CH2:27][N:26]([C:29](=[O:40])[C:30]3[CH:35]=[CH:34][CH:33]=[CH:32][C:31]=3[C:36]([F:39])([F:38])[F:37])[CH2:25][CH2:24]2)=[N:21][CH:22]=1)=O. The catalyst is O. The product is [CH2:7]([NH:12][C:15]([C:17]1[N:18]=[CH:19][C:20]([N:23]2[CH2:24][CH2:25][N:26]([C:29](=[O:40])[C:30]3[CH:35]=[CH:34][CH:33]=[CH:32][C:31]=3[C:36]([F:39])([F:38])[F:37])[CH2:27][CH2:28]2)=[N:21][CH:22]=1)=[O:14])[CH2:8][CH2:9][CH2:10][CH3:11]. The yield is 0.680. (2) The reactants are [N:1]1[CH:6]=[CH:5][C:4]([CH2:7][NH:8][C:9]2[CH:17]=[CH:16][CH:15]=[CH:14][C:10]=2[C:11]([OH:13])=O)=[CH:3][CH:2]=1.[NH2:18][C:19]1[CH:20]=[C:21]2[C:25](=[CH:26][C:27]=1[Cl:28])[NH:24][N:23]=[CH:22]2.CN1CCOCC1.F[P-](F)(F)(F)(F)F.N1(OC(N(C)C)=[N+](C)C)C2N=CC=CC=2N=N1. The catalyst is CN(C)C=O.O. The product is [Cl:28][C:27]1[CH:26]=[C:25]2[C:21]([CH:22]=[N:23][NH:24]2)=[CH:20][C:19]=1[NH:18][C:11](=[O:13])[C:10]1[CH:14]=[CH:15][CH:16]=[CH:17][C:9]=1[NH:8][CH2:7][C:4]1[CH:3]=[CH:2][N:1]=[CH:6][CH:5]=1. The yield is 0.302.